From a dataset of Reaction yield outcomes from USPTO patents with 853,638 reactions. Predict the reaction yield, written as a fraction of the theoretical maximum amount of product (1.0 means a 100% yield; for example, 0.34 means a 34% yield). (1) The reactants are [Cl:1][C:2]1[N:7]=[CH:6][C:5]([O:8][C:9]2[CH:10]=[C:11]([NH2:15])[CH:12]=[CH:13][CH:14]=2)=[CH:4][CH:3]=1.Br[CH2:17][CH2:18][O:19][CH2:20][CH2:21]Br. The catalyst is C1(C)C=CC=CC=1.C(OCC)(=O)C.C(N(C(C)C)CC)(C)C. The product is [Cl:1][C:2]1[N:7]=[CH:6][C:5]([O:8][C:9]2[CH:10]=[C:11]([N:15]3[CH2:21][CH2:20][O:19][CH2:18][CH2:17]3)[CH:12]=[CH:13][CH:14]=2)=[CH:4][CH:3]=1. The yield is 0.220. (2) The catalyst is CC#N. The product is [F:21][C:37]1[C:36]([CH2:38][O:39][C:40]2[CH:45]=[CH:44][CH:43]=[CH:42][CH:41]=2)=[N:35][N:32]2[CH2:33][CH2:34][N:29]([C:27]([C:26]3[CH:25]=[CH:24][C:23]([F:22])=[CH:47][CH:46]=3)=[O:28])[CH2:30][C:31]=12. The yield is 0.200. The reactants are [B-](F)(F)(F)F.[B-](F)(F)(F)F.C1[N+]2(CCl)CC[N+]([F:21])(CC2)C1.[F:22][C:23]1[CH:47]=[CH:46][C:26]([C:27]([N:29]2[CH2:34][CH2:33][N:32]3[N:35]=[C:36]([CH2:38][O:39][C:40]4[CH:45]=[CH:44][CH:43]=[CH:42][CH:41]=4)[CH:37]=[C:31]3[CH2:30]2)=[O:28])=[CH:25][CH:24]=1. (3) The reactants are [C:1]([NH:11][C@H:12]([C:15]([OH:17])=[O:16])[CH2:13]Cl)([O:3][CH2:4][C:5]1[CH:10]=[CH:9][CH:8]=[CH:7][CH:6]=1)=[O:2].C(=O)([O-])O.[Na+].[C:23]1([SH:29])[CH:28]=[CH:27][CH:26]=[CH:25][CH:24]=1.Cl. The catalyst is O. The product is [C:1]([NH:11][C@H:12]([C:15]([OH:17])=[O:16])[CH2:13][S:29][C:23]1[CH:28]=[CH:27][CH:26]=[CH:25][CH:24]=1)([O:3][CH2:4][C:5]1[CH:10]=[CH:9][CH:8]=[CH:7][CH:6]=1)=[O:2]. The yield is 0.840. (4) The reactants are [CH3:1][O:2][C:3]1[CH:4]=[C:5]2[C:10](=[CH:11][C:12]=1[O:13][CH3:14])[N:9]=[CH:8][N:7]=[C:6]2[N:15]1[CH2:20][CH2:19][CH:18]([OH:21])[CH2:17][CH2:16]1.Cl[C:23](OC1C=CC([N+]([O-])=O)=CC=1)=[O:24].C(N(CC)CC)C.ClC(Cl)C.[CH:46]([O:49][C:50]1[CH:56]=[CH:55][C:53]([NH2:54])=[CH:52][CH:51]=1)([CH3:48])[CH3:47]. No catalyst specified. The product is [CH3:1][O:2][C:3]1[CH:4]=[C:5]2[C:10](=[CH:11][C:12]=1[O:13][CH3:14])[N:9]=[CH:8][N:7]=[C:6]2[N:15]1[CH2:16][CH2:17][CH:18]([O:21][C:23](=[O:24])[NH:54][C:53]2[CH:55]=[CH:56][C:50]([O:49][CH:46]([CH3:48])[CH3:47])=[CH:51][CH:52]=2)[CH2:19][CH2:20]1. The yield is 0.450. (5) The reactants are [NH2:1][CH2:2][C@@H:3]1[O:7][C:6](=[O:8])[N:5]([C:9]2[CH:14]=[CH:13][C:12]([I:15])=[C:11]([F:16])[CH:10]=2)[CH2:4]1.C(N(CC)CC)C.[C:24](OC(=O)C)(=[O:26])[CH3:25]. The catalyst is C(Cl)Cl. The product is [F:16][C:11]1[CH:10]=[C:9]([N:5]2[CH2:4][C@H:3]([CH2:2][NH:1][C:24](=[O:26])[CH3:25])[O:7][C:6]2=[O:8])[CH:14]=[CH:13][C:12]=1[I:15]. The yield is 0.965. (6) The reactants are [CH3:1][C:2]1([CH3:14])[O:7][CH2:6][C:5]2=[CH:8][C:9]([N+:11]([O-])=O)=[N:10][N:4]2[CH2:3]1. The catalyst is [Pd].CO. The product is [CH3:1][C:2]1([CH3:14])[O:7][CH2:6][C:5]2=[CH:8][C:9]([NH2:11])=[N:10][N:4]2[CH2:3]1. The yield is 0.930.